Task: Regression. Given a peptide amino acid sequence and an MHC pseudo amino acid sequence, predict their binding affinity value. This is MHC class I binding data.. Dataset: Peptide-MHC class I binding affinity with 185,985 pairs from IEDB/IMGT (1) The binding affinity (normalized) is 0.363. The peptide sequence is YQNEVTPEY. The MHC is HLA-A02:03 with pseudo-sequence HLA-A02:03. (2) The peptide sequence is YPKFHRSAM. The MHC is HLA-B38:01 with pseudo-sequence HLA-B38:01. The binding affinity (normalized) is 0.0847. (3) The peptide sequence is YMRERLSDF. The MHC is HLA-C14:02 with pseudo-sequence HLA-C14:02. The binding affinity (normalized) is 0.733.